This data is from KCNQ2 potassium channel screen with 302,405 compounds. The task is: Binary Classification. Given a drug SMILES string, predict its activity (active/inactive) in a high-throughput screening assay against a specified biological target. The molecule is s1c(NC(=O)c2occc2)c(CN2CCN(CC2)C(OCC)=O)c(c1C)C. The result is 0 (inactive).